Dataset: TCR-epitope binding with 47,182 pairs between 192 epitopes and 23,139 TCRs. Task: Binary Classification. Given a T-cell receptor sequence (or CDR3 region) and an epitope sequence, predict whether binding occurs between them. (1) The epitope is GVAMPNLYK. The TCR CDR3 sequence is CARSLDGNEQFF. Result: 0 (the TCR does not bind to the epitope). (2) The epitope is FIAGLIAIV. The TCR CDR3 sequence is CASSLLRGGTDTQYF. Result: 0 (the TCR does not bind to the epitope). (3) The epitope is IYSKHTPINL. The TCR CDR3 sequence is CASSGDRSPGANVLTF. Result: 0 (the TCR does not bind to the epitope). (4) Result: 1 (the TCR binds to the epitope). The epitope is GTSGSPIINR. The TCR CDR3 sequence is CASSLGPDEKLFF. (5) The TCR CDR3 sequence is CASSLGGTGELFF. Result: 0 (the TCR does not bind to the epitope). The epitope is LLFNKVTLA.